From a dataset of Retrosynthesis with 50K atom-mapped reactions and 10 reaction types from USPTO. Predict the reactants needed to synthesize the given product. (1) The reactants are: CCCC[C@H]1CN(Cc2ccccc2)CCN1C(=O)c1cccc(C)c1C. Given the product CCCC[C@H]1CNCCN1C(=O)c1cccc(C)c1C, predict the reactants needed to synthesize it. (2) Given the product CCN1CCC[C@H]1C(=O)O, predict the reactants needed to synthesize it. The reactants are: CCN1CCCC1C(=O)OCc1ccccc1. (3) The reactants are: COc1cccc2cc(CO)oc12. Given the product COc1cccc2cc(C)oc12, predict the reactants needed to synthesize it. (4) Given the product OCc1cnc2ccccc2c1N(CC1CC1)CC1CC1, predict the reactants needed to synthesize it. The reactants are: CCOC(=O)c1cnc2ccccc2c1N(CC1CC1)CC1CC1. (5) Given the product COc1cc2nccc(Oc3ccc(C)nc3-c3nccs3)c2cc1OC, predict the reactants needed to synthesize it. The reactants are: CCCC[Sn](CCCC)(CCCC)c1nccs1.COc1cc2nccc(Oc3ccc(C)nc3I)c2cc1OC. (6) Given the product C=C(C)C(=O)OC[Si](OC)(OC)OC, predict the reactants needed to synthesize it. The reactants are: C=C(C)C(=O)[O-].CO[Si](CCl)(OC)OC. (7) The reactants are: CNC.Cc1ccc2nc(-c3ccc(NC(=O)c4ccc(Cl)nc4)cc3)cn2c1. Given the product Cc1ccc2nc(-c3ccc(NC(=O)c4ccc(N(C)C)nc4)cc3)cn2c1, predict the reactants needed to synthesize it.